Binary Classification. Given a drug SMILES string, predict its activity (active/inactive) in a high-throughput screening assay against a specified biological target. From a dataset of HIV replication inhibition screening data with 41,000+ compounds from the AIDS Antiviral Screen. The compound is CC[N+](C)(C)c1ccc(C(=C2C=CC(=[N+](C)C)C=C2)c2ccc(N(C)C)cc2)cc1. The result is 0 (inactive).